Dataset: Peptide-MHC class I binding affinity with 185,985 pairs from IEDB/IMGT. Task: Regression. Given a peptide amino acid sequence and an MHC pseudo amino acid sequence, predict their binding affinity value. This is MHC class I binding data. (1) The peptide sequence is KNKWRMLIDF. The binding affinity (normalized) is 0.278. The MHC is Mamu-B08 with pseudo-sequence Mamu-B08. (2) The peptide sequence is NVKKKNEGK. The MHC is HLA-A03:01 with pseudo-sequence HLA-A03:01. The binding affinity (normalized) is 0.188. (3) The peptide sequence is YVIKVSARV. The MHC is HLA-A23:01 with pseudo-sequence HLA-A23:01. The binding affinity (normalized) is 0. (4) The peptide sequence is EIYRTLYGL. The MHC is HLA-B38:01 with pseudo-sequence HLA-B38:01. The binding affinity (normalized) is 0.0847. (5) The peptide sequence is YTLGPGIRY. The MHC is Mamu-A02 with pseudo-sequence Mamu-A02. The binding affinity (normalized) is 0.926. (6) The peptide sequence is LTQVKELGIA. The MHC is HLA-A68:02 with pseudo-sequence HLA-A68:02. The binding affinity (normalized) is 0.122. (7) The peptide sequence is CLVSGLSSL. The MHC is HLA-A25:01 with pseudo-sequence HLA-A25:01. The binding affinity (normalized) is 0.0847. (8) The peptide sequence is LTALNDMGKV. The MHC is Mamu-A02 with pseudo-sequence Mamu-A02. The binding affinity (normalized) is 0.388. (9) The peptide sequence is YPITADKRI. The MHC is HLA-B51:01 with pseudo-sequence HLA-B51:01. The binding affinity (normalized) is 0.369. (10) The peptide sequence is EKEGKISKI. The MHC is HLA-B54:01 with pseudo-sequence HLA-B54:01. The binding affinity (normalized) is 0.0877.